The task is: Predict the product of the given reaction.. This data is from Forward reaction prediction with 1.9M reactions from USPTO patents (1976-2016). (1) Given the reactants [NH2:1][C:2]1[N:7]=[CH:6][CH:5]=[CH:4][N:3]=1.C(N(CC)CC)C.[Cl:15][CH2:16][C:17](Cl)=[O:18], predict the reaction product. The product is: [Cl:15][CH2:16][C:17]([NH:1][C:2]1[N:7]=[CH:6][CH:5]=[CH:4][N:3]=1)=[O:18]. (2) Given the reactants [Br:1][CH2:2][C:3]1[C:8]2[S:9][C:10]3[CH:15]=[CH:14][CH:13]=[CH:12][C:11]=3[C:7]=2[CH:6]=[CH:5][CH:4]=1.[C:16]1([P:22]([C:29]2[CH:34]=[CH:33][CH:32]=[CH:31][CH:30]=2)[C:23]2[CH:28]=[CH:27][CH:26]=[CH:25][CH:24]=2)[CH:21]=[CH:20][CH:19]=[CH:18][CH:17]=1, predict the reaction product. The product is: [Br-:1].[CH:6]1[C:7]2[C:11]3[CH:12]=[CH:13][CH:14]=[CH:15][C:10]=3[S:9][C:8]=2[C:3]([CH2:2][P+:22]([C:23]2[CH:24]=[CH:25][CH:26]=[CH:27][CH:28]=2)([C:29]2[CH:34]=[CH:33][CH:32]=[CH:31][CH:30]=2)[C:16]2[CH:17]=[CH:18][CH:19]=[CH:20][CH:21]=2)=[CH:4][CH:5]=1. (3) Given the reactants Br[C:2]1[CH:7]=[CH:6][C:5]([S:8]([NH:11][CH2:12][C@H:13]2[CH2:18][CH2:17][C@H:16]([CH2:19][NH:20][C:21]3[N:30]=[C:29]([N:31]([CH3:33])[CH3:32])[C:28]4[C:23](=[CH:24][CH:25]=[CH:26][CH:27]=4)[N:22]=3)[CH2:15][CH2:14]2)(=[O:10])=[O:9])=[C:4]([O:34][C:35]([F:38])([F:37])[F:36])[CH:3]=1.CO.C([O-])([O-])=O.[K+].[K+].[C:47]1(B(O)O)[CH:52]=[CH:51][CH:50]=[CH:49][CH:48]=1, predict the reaction product. The product is: [CH3:32][N:31]([CH3:33])[C:29]1[C:28]2[C:23](=[CH:24][CH:25]=[CH:26][CH:27]=2)[N:22]=[C:21]([NH:20][CH2:19][C@H:16]2[CH2:17][CH2:18][C@H:13]([CH2:12][NH:11][S:8]([C:5]3[CH:6]=[CH:7][C:2]([C:47]4[CH:52]=[CH:51][CH:50]=[CH:49][CH:48]=4)=[CH:3][C:4]=3[O:34][C:35]([F:38])([F:37])[F:36])(=[O:10])=[O:9])[CH2:14][CH2:15]2)[N:30]=1.